From a dataset of Reaction yield outcomes from USPTO patents with 853,638 reactions. Predict the reaction yield, written as a fraction of the theoretical maximum amount of product (1.0 means a 100% yield; for example, 0.34 means a 34% yield). (1) The reactants are C([Mg]Cl)C1C=CC=CC=1.[F:10][C:11]1[CH:12]=[CH:13][C:14]([O:21][CH3:22])=[C:15]([C:17](O)([CH3:19])[CH3:18])[CH:16]=1.[CH2:23]([O:25][C:26](=[O:34])[C:27]([O:29][Si](C)(C)C)=[CH2:28])[CH3:24]. The catalyst is C(Cl)Cl. The product is [CH2:23]([O:25][C:26](=[O:34])[C:27](=[O:28])[CH2:29][C:17]([C:15]1[CH:16]=[C:11]([F:10])[CH:12]=[CH:13][C:14]=1[O:21][CH3:22])([CH3:19])[CH3:18])[CH3:24]. The yield is 0.350. (2) The catalyst is CN(C)C=O. The product is [Br:1][C:2]1[CH:3]=[C:4]2[C:9](=[CH:10][CH:11]=1)[C:8](=[O:12])[NH:7][C:6](=[O:13])/[C:5]/2=[CH:14]\[NH:29][C:26]1[CH:25]=[CH:24][C:23]([N:22]([CH2:21][CH2:20][N:19]([CH3:31])[CH3:18])[CH3:30])=[CH:28][CH:27]=1. The yield is 0.550. The reactants are [Br:1][C:2]1[CH:3]=[C:4]2[C:9](=[CH:10][CH:11]=1)[C:8](=[O:12])[NH:7][C:6](=[O:13])/[C:5]/2=[CH:14]/OC.Cl.[CH3:18][N:19]([CH3:31])[CH2:20][CH2:21][N:22]([CH3:30])[C:23]1[CH:28]=[CH:27][C:26]([NH2:29])=[CH:25][CH:24]=1.C(N(CC)CC)C. (3) The reactants are [F:1][C:2]1[CH:17]=[CH:16][C:5]2[N:6]([CH2:11][C@H:12]([CH3:15])[CH2:13]I)[C:7](=[O:10])[CH2:8][O:9][C:4]=2[CH:3]=1.[CH2:18]([O:21][CH:22]1[CH2:27][CH2:26][NH:25][CH2:24][CH2:23]1)[CH2:19][CH3:20]. The catalyst is CCCCCCC.CCOC(C)=O. The product is [F:1][C:2]1[CH:17]=[CH:16][C:5]2[N:6]([CH2:11][C@H:12]([CH3:15])[CH2:13][N:25]3[CH2:26][CH2:27][CH:22]([O:21][CH2:18][CH2:19][CH3:20])[CH2:23][CH2:24]3)[C:7](=[O:10])[CH2:8][O:9][C:4]=2[CH:3]=1. The yield is 0.710. (4) The reactants are [Cl:1][C:2](=[CH2:10])[C:3]([CH3:9])([CH3:8])[C:4]([O:6]C)=[O:5].[OH-].[Na+]. The catalyst is O. The product is [Cl:1][C:2](=[CH2:10])[C:3]([CH3:9])([CH3:8])[C:4]([OH:6])=[O:5]. The yield is 0.700. (5) The reactants are C([O:3][C:4]([CH:6]1[CH2:8][CH:7]1[CH2:9][C:10]1[N:18]2[C:13]([C:14]([NH2:19])=[N:15][CH:16]=[N:17]2)=[C:12]([C:20]2[CH:21]=[CH:22][C:23]3[C:27]([CH:28]=2)=[N:26][N:25]([CH2:29][C:30]2[CH:35]=[CH:34][CH:33]=[CH:32][CH:31]=2)[CH:24]=3)[CH:11]=1)=O)C.CC(C[AlH]CC(C)C)C. The catalyst is C1COCC1. The product is [NH2:19][C:14]1[C:13]2=[C:12]([C:20]3[CH:21]=[CH:22][C:23]4[C:27]([CH:28]=3)=[N:26][N:25]([CH2:29][C:30]3[CH:35]=[CH:34][CH:33]=[CH:32][CH:31]=3)[CH:24]=4)[CH:11]=[C:10]([CH2:9][CH:7]3[CH2:8][CH:6]3[CH2:4][OH:3])[N:18]2[N:17]=[CH:16][N:15]=1. The yield is 0.770.